This data is from Reaction yield outcomes from USPTO patents with 853,638 reactions. The task is: Predict the reaction yield, written as a fraction of the theoretical maximum amount of product (1.0 means a 100% yield; for example, 0.34 means a 34% yield). (1) The reactants are [Cl:1][C:2]1[CH:3]=[C:4]2[C:12](=[C:13]([NH2:15])[CH:14]=1)[NH:11][C:10]1[CH:9]=[N:8][CH:7]=[CH:6][C:5]2=1.[C:16]([O:20][C:21]([N:23]1[CH2:28][C:27]([CH3:30])([CH3:29])[O:26][CH2:25][CH:24]1[C:31](O)=[O:32])=[O:22])([CH3:19])([CH3:18])[CH3:17]. No catalyst specified. The product is [C:16]([O:20][C:21]([N:23]1[C@H:24]([C:31](=[O:32])[NH:15][C:13]2[CH:14]=[C:2]([Cl:1])[CH:3]=[C:4]3[C:12]=2[NH:11][C:10]2[CH:9]=[N:8][CH:7]=[CH:6][C:5]3=2)[CH2:25][O:26][C:27]([CH3:30])([CH3:29])[CH2:28]1)=[O:22])([CH3:19])([CH3:18])[CH3:17]. The yield is 0.870. (2) The reactants are [OH:1][CH:2]1[CH:7]([NH:8][C:9](=[O:15])[O:10][C:11]([CH3:14])([CH3:13])[CH3:12])[CH:6]=[C:5]([C:16]2[CH:21]=[CH:20][N:19]=[CH:18][C:17]=2[N+:22]([O-:24])=[O:23])[CH2:4][CH2:3]1.C(N(CC)CC)C.[CH3:32][S:33](Cl)(=[O:35])=[O:34]. The catalyst is C(Cl)Cl.C(OCC)(=O)C. The product is [CH3:32][S:33]([O:1][CH:2]1[CH2:3][CH2:4][C:5]([C:16]2[CH:21]=[CH:20][N:19]=[CH:18][C:17]=2[N+:22]([O-:24])=[O:23])=[CH:6][CH:7]1[NH:8][C:9]([O:10][C:11]([CH3:12])([CH3:13])[CH3:14])=[O:15])(=[O:35])=[O:34]. The yield is 0.850.